Dataset: Retrosynthesis with 50K atom-mapped reactions and 10 reaction types from USPTO. Task: Predict the reactants needed to synthesize the given product. (1) Given the product O=C(N[C@H]1CN2CCC1CC2)OCc1ccccc1, predict the reactants needed to synthesize it. The reactants are: N[C@H]1CN2CCC1CC2.O=C(Cl)OCc1ccccc1. (2) Given the product O=C(Nc1nc2cnccc2s1)Oc1ccccc1, predict the reactants needed to synthesize it. The reactants are: Nc1nc2cnccc2s1.O=C(Cl)Oc1ccccc1. (3) Given the product O=C(O)c1ccc2c(=O)[nH]c(Cc3ccc(Cl)c(Cl)c3)nc2c1, predict the reactants needed to synthesize it. The reactants are: COC(=O)c1ccc2c(=O)[nH]c(Cc3ccc(Cl)c(Cl)c3)nc2c1. (4) Given the product Cc1cc(Br)c(Nc2ccnc(Nc3ccc(C#N)cc3)n2)c(Br)c1, predict the reactants needed to synthesize it. The reactants are: Cc1cc(Br)c(N)c(Br)c1.N#Cc1ccc(Nc2nccc(Cl)n2)cc1. (5) Given the product COC(=O)CNC(C)C, predict the reactants needed to synthesize it. The reactants are: CC(C)N.COC(=O)CBr. (6) Given the product Nc1ccc(N2CCC(C(=O)O)CC2)cc1, predict the reactants needed to synthesize it. The reactants are: O=C(O)C1CCN(c2ccc([N+](=O)[O-])cc2)CC1.